From a dataset of Full USPTO retrosynthesis dataset with 1.9M reactions from patents (1976-2016). Predict the reactants needed to synthesize the given product. Given the product [F:1][C:2]([F:21])([C:17]([F:18])([F:19])[F:20])[CH2:3][CH2:4][CH2:5][O:6][CH2:7][CH2:8][CH2:9][CH2:10][CH2:11][C:12]([OH:14])=[O:13], predict the reactants needed to synthesize it. The reactants are: [F:1][C:2]([F:21])([C:17]([F:20])([F:19])[F:18])[CH2:3][CH2:4][CH2:5][O:6][CH2:7][CH2:8][CH2:9][CH2:10][CH2:11][C:12]([O:14]CC)=[O:13].[OH-].[Na+].